From a dataset of Catalyst prediction with 721,799 reactions and 888 catalyst types from USPTO. Predict which catalyst facilitates the given reaction. (1) Reactant: [CH3:1][O:2][C:3]1[CH:8]=[CH:7][C:6]([NH:9][C:10]2[O:11][CH2:12][C:13](=[O:20])[C:14]=2[C:15]([O:17][CH2:18][CH3:19])=[O:16])=[CH:5][CH:4]=1.[NH:21]1[C:29]2[C:24](=[CH:25][CH:26]=[CH:27][N:28]=2)[C:23]([CH:30]=O)=[CH:22]1.N1CCCCC1. Product: [NH:21]1[C:29]2=[N:28][CH:27]=[CH:26][CH:25]=[C:24]2[C:23]([CH:30]=[C:12]2[O:11][C:10]([NH:9][C:6]3[CH:7]=[CH:8][C:3]([O:2][CH3:1])=[CH:4][CH:5]=3)=[C:14]([C:15]([O:17][CH2:18][CH3:19])=[O:16])[C:13]2=[O:20])=[CH:22]1. The catalyst class is: 8. (2) Reactant: [CH:1]([O:4][C:5]1[CH:12]=[CH:11][C:10]([N+:13]([O-:15])=[O:14])=[CH:9][C:6]=1[CH:7]=[O:8])([CH3:3])[CH3:2].[BH4-].[Na+]. Product: [CH:1]([O:4][C:5]1[CH:12]=[CH:11][C:10]([N+:13]([O-:15])=[O:14])=[CH:9][C:6]=1[CH2:7][OH:8])([CH3:3])[CH3:2]. The catalyst class is: 81.